Dataset: Forward reaction prediction with 1.9M reactions from USPTO patents (1976-2016). Task: Predict the product of the given reaction. (1) Given the reactants [Cl:1][C:2]1[CH:3]=[C:4]([N:8]2[C:12]([CH3:13])=[C:11]([C:14]([OH:16])=O)[C:10]([CH3:17])=[N:9]2)[CH:5]=[CH:6][CH:7]=1.[N:18]1([CH:23]2[CH2:28][CH2:27][NH:26][CH2:25][CH2:24]2)[CH2:22][CH2:21][CH2:20][CH2:19]1, predict the reaction product. The product is: [Cl:1][C:2]1[CH:3]=[C:4]([N:8]2[C:12]([CH3:13])=[C:11]([C:14]([N:26]3[CH2:27][CH2:28][CH:23]([N:18]4[CH2:22][CH2:21][CH2:20][CH2:19]4)[CH2:24][CH2:25]3)=[O:16])[C:10]([CH3:17])=[N:9]2)[CH:5]=[CH:6][CH:7]=1. (2) Given the reactants C(OC([N:6]=[S@:7]([C:12]1[CH:17]=[CH:16][C:15]([NH:18][C:19]2[N:24]=[C:23]([NH:25][C@@H:26]([CH2:29][OH:30])[CH2:27][CH3:28])[C:22]([C:31]3[S:32][CH:33]=[CH:34][CH:35]=3)=[CH:21][N:20]=2)=[CH:14][CH:13]=1)([CH:9]1[CH2:11][CH2:10]1)=[O:8])=O)C.CC[O-].[Na+], predict the reaction product. The product is: [OH:30][CH2:29][C@H:26]([NH:25][C:23]1[C:22]([C:31]2[S:32][CH:33]=[CH:34][CH:35]=2)=[CH:21][N:20]=[C:19]([NH:18][C:15]2[CH:14]=[CH:13][C:12]([S@:7]([CH:9]3[CH2:11][CH2:10]3)(=[NH:6])=[O:8])=[CH:17][CH:16]=2)[N:24]=1)[CH2:27][CH3:28]. (3) Given the reactants Br[C:2]1[CH:3]=[N:4][CH:5]=[CH:6][C:7]=1[C:8]1[CH:13]=[CH:12][CH:11]=[CH:10][CH:9]=1.[CH2:14]([N:18]1[CH2:26][C:25]2[C:20](=[CH:21][CH:22]=[C:23]([OH:27])[CH:24]=2)[C:19]1=[O:28])[CH2:15][CH2:16][CH3:17].C([O-])([O-])=O.[Cs+].[Cs+].CC(C)(C(=O)CC(=O)C(C)(C)C)C, predict the reaction product. The product is: [CH2:14]([N:18]1[CH2:26][C:25]2[C:20](=[CH:21][CH:22]=[C:23]([O:27][C:2]3[CH:3]=[N:4][CH:5]=[CH:6][C:7]=3[C:8]3[CH:13]=[CH:12][CH:11]=[CH:10][CH:9]=3)[CH:24]=2)[C:19]1=[O:28])[CH2:15][CH2:16][CH3:17]. (4) Given the reactants C(NC(C)C)(C)C.[F:8][C:9]1[C:14]([Si:15]([CH3:18])([CH3:17])[CH3:16])=[CH:13][CH:12]=[C:11]([F:19])[N:10]=1.C([Li])CCC.[C:25](=[O:27])=[O:26].Cl, predict the reaction product. The product is: [F:19][C:11]1[C:12]([C:25]([OH:27])=[O:26])=[CH:13][C:14]([Si:15]([CH3:16])([CH3:18])[CH3:17])=[C:9]([F:8])[N:10]=1. (5) Given the reactants C([N:3]([CH2:6][CH3:7])[CH2:4][CH3:5])C.ClC([O:11][CH2:12]C)=O.[NH3:14].Cl.[O:16]1[CH2:20][CH2:19][CH2:18]C1, predict the reaction product. The product is: [N:3]1[C:4]2[CH2:5][C:12](=[O:11])[NH:14][C:20](=[O:16])[C:19]=2[CH:18]=[CH:7][CH:6]=1.